Dataset: Retrosynthesis with 50K atom-mapped reactions and 10 reaction types from USPTO. Task: Predict the reactants needed to synthesize the given product. Given the product CC(C)(C)[Si](OCCCc1ccc(OCC(=O)O)cc1)(c1ccccc1)c1ccccc1, predict the reactants needed to synthesize it. The reactants are: COC(=O)COc1ccc(CCCO[Si](c2ccccc2)(c2ccccc2)C(C)(C)C)cc1.